Dataset: Catalyst prediction with 721,799 reactions and 888 catalyst types from USPTO. Task: Predict which catalyst facilitates the given reaction. The catalyst class is: 8. Reactant: [CH3:1][C:2]1([CH3:13])[CH2:7][CH2:6][CH2:5][C:4](=O)[CH:3]1[CH2:9][CH2:10][CH:11]=O.Cl.[NH2:15]O. Product: [CH3:1][C:2]1([CH3:13])[CH2:7][CH2:6][CH2:5][C:4]2[N:15]=[CH:11][CH:10]=[CH:9][C:3]1=2.